From a dataset of Forward reaction prediction with 1.9M reactions from USPTO patents (1976-2016). Predict the product of the given reaction. (1) Given the reactants [CH3:1][C:2]1[CH:8]=[C:7]([CH3:9])[CH:6]=[CH:5][C:3]=1[NH2:4].[Br:10]Br, predict the reaction product. The product is: [Br:10][C:5]1[CH:6]=[C:7]([CH3:9])[CH:8]=[C:2]([CH3:1])[C:3]=1[NH2:4]. (2) Given the reactants [CH3:1][C:2]1([CH3:13])[CH2:12][CH2:11][C:5]2([O:9][C:8](=[O:10])[CH2:7][CH2:6]2)[CH2:4][CH2:3]1.OS(O)(=O)=O, predict the reaction product. The product is: [CH2:1]([O:9][C:8](=[O:10])[CH2:7][CH2:6][C:5]1[CH2:11][CH2:12][C:2]([CH3:13])([CH3:1])[CH2:3][CH:4]=1)[CH2:2][CH2:3][CH3:4]. (3) Given the reactants [F:1][C:2]1[CH:30]=[CH:29][CH:28]=[CH:27][C:3]=1[CH2:4][N:5]1[C:9]2=[N:10][CH:11]=[CH:12][CH:13]=[C:8]2[C:7]([C:14]2[N:15]=[C:16](I)[C:17]3[C:22]([CH3:24])([CH3:23])[C:21](=[O:25])[NH:20][C:18]=3[N:19]=2)=[N:6]1.[CH3:31][CH:32]1[NH:37][CH2:36][CH2:35][NH:34][C:33]1=[O:38], predict the reaction product. The product is: [F:1][C:2]1[CH:30]=[CH:29][CH:28]=[CH:27][C:3]=1[CH2:4][N:5]1[C:9]2=[N:10][CH:11]=[CH:12][CH:13]=[C:8]2[C:7]([C:14]2[N:15]=[C:16]([N:37]3[CH2:36][CH2:35][NH:34][C:33](=[O:38])[CH:32]3[CH3:31])[C:17]3[C:22]([CH3:24])([CH3:23])[C:21](=[O:25])[NH:20][C:18]=3[N:19]=2)=[N:6]1. (4) The product is: [CH3:1][O:2][C:3]([C:4]1[N:20]=[C:17]([CH3:18])[S:19][C:5]=1[C:6]1[CH:11]=[CH:10][C:9]([C:12]#[N:13])=[CH:8][CH:7]=1)=[O:16]. Given the reactants [CH3:1][O:2][C:3](=[O:16])[C:4](=O)[CH:5](Cl)[C:6]1[CH:11]=[CH:10][C:9]([C:12]#[N:13])=[CH:8][CH:7]=1.[C:17]([NH2:20])(=[S:19])[CH3:18], predict the reaction product. (5) Given the reactants Cl.[Cl-].[NH4+].[Br:4][C:5]1[CH:10]=[C:9]([N+:11]([O-])=O)[C:8]([CH3:14])=[CH:7][C:6]=1[N:15]1[CH2:20][CH2:19][O:18][CH2:17][CH2:16]1, predict the reaction product. The product is: [Br:4][C:5]1[C:6]([N:15]2[CH2:20][CH2:19][O:18][CH2:17][CH2:16]2)=[CH:7][C:8]([CH3:14])=[C:9]([CH:10]=1)[NH2:11]. (6) Given the reactants [CH3:1][CH:2]([S:4]([NH:7][CH:8]1[CH2:13][CH2:12][CH2:11][CH2:10][C:9]1=[O:14])(=[O:6])=[O:5])[CH3:3].[CH3:15][O:16][C:17]1[CH:22]=[CH:21][C:20]([Mg]Br)=[CH:19][CH:18]=1.[Cl-].[NH4+], predict the reaction product. The product is: [OH:14][C:9]1([C:20]2[CH:21]=[CH:22][C:17]([O:16][CH3:15])=[CH:18][CH:19]=2)[CH2:10][CH2:11][CH2:12][CH2:13][CH:8]1[NH:7][S:4]([CH:2]([CH3:1])[CH3:3])(=[O:6])=[O:5]. (7) Given the reactants [Si]([O:8][C@H:9]1[C@H:14]([NH:15][C:16](=[O:22])[O:17][C:18]([CH3:21])([CH3:20])[CH3:19])[CH2:13][CH2:12][N:11]([CH2:23][CH2:24][N:25]2[C:34]3[C:29](=[CH:30][CH:31]=[C:32]([O:35][CH3:36])[CH:33]=3)[N:28]=[CH:27][C:26]2=[O:37])[CH2:10]1)(C(C)(C)C)(C)C.[F-].C([N+](CCCC)(CCCC)CCCC)CCC, predict the reaction product. The product is: [OH:8][CH:9]1[CH:14]([NH:15][C:16](=[O:22])[O:17][C:18]([CH3:21])([CH3:20])[CH3:19])[CH2:13][CH2:12][N:11]([CH2:23][CH2:24][N:25]2[C:34]3[C:29](=[CH:30][CH:31]=[C:32]([O:35][CH3:36])[CH:33]=3)[N:28]=[CH:27][C:26]2=[O:37])[CH2:10]1. (8) Given the reactants C[O:2][CH:3](OC)[CH2:4][CH2:5][N:6]1[C:11](=[O:12])[N:10]([C:13]([C:15]2[CH:20]=[CH:19][CH:18]=[CH:17][CH:16]=2)=[O:14])[C:9](=[O:21])[C:8]([CH3:22])=[N:7]1.Cl, predict the reaction product. The product is: [CH3:22][C:8]1[C:9](=[O:21])[N:10]([C:13]([C:15]2[CH:20]=[CH:19][CH:18]=[CH:17][CH:16]=2)=[O:14])[C:11](=[O:12])[N:6]([CH2:5][CH2:4][CH:3]=[O:2])[N:7]=1.